This data is from Reaction yield outcomes from USPTO patents with 853,638 reactions. The task is: Predict the reaction yield, written as a fraction of the theoretical maximum amount of product (1.0 means a 100% yield; for example, 0.34 means a 34% yield). The reactants are [CH2:1]([Mg]Cl)[CH3:2].[N+:5]([C:8]1[CH:16]=[CH:15][C:11]([C:12](Cl)=[O:13])=[CH:10][CH:9]=1)([O-:7])=[O:6]. The catalyst is C1COCC1.O.[Cl-].[Cl-].[Zn+2].C1C=CC([P]([Pd]([P](C2C=CC=CC=2)(C2C=CC=CC=2)C2C=CC=CC=2)([P](C2C=CC=CC=2)(C2C=CC=CC=2)C2C=CC=CC=2)[P](C2C=CC=CC=2)(C2C=CC=CC=2)C2C=CC=CC=2)(C2C=CC=CC=2)C2C=CC=CC=2)=CC=1. The product is [N+:5]([C:8]1[CH:9]=[CH:10][C:11]([C:12](=[O:13])[CH2:1][CH3:2])=[CH:15][CH:16]=1)([O-:7])=[O:6]. The yield is 0.400.